From a dataset of Acute oral toxicity (LD50) regression data from Zhu et al.. Regression/Classification. Given a drug SMILES string, predict its toxicity properties. Task type varies by dataset: regression for continuous values (e.g., LD50, hERG inhibition percentage) or binary classification for toxic/non-toxic outcomes (e.g., AMES mutagenicity, cardiotoxicity, hepatotoxicity). Dataset: ld50_zhu. (1) The compound is C=C1CCC(O)CC1=CC=C1CCCC2(C)C1CCC2C(C)C=CC(C)C(C)C. The rat oral LD50 is 3.85, given as -log10 of the dose in mol/kg body weight (higher means more acutely toxic). (2) The compound is C=C(C)C#N. The rat oral LD50 is 2.75, given as -log10 of the dose in mol/kg body weight (higher means more acutely toxic). (3) The drug is CNC(=O)C(SP(=S)(OC)OC)C(=O)NC. The rat oral LD50 is 3.06, given as -log10 of the dose in mol/kg body weight (higher means more acutely toxic).